This data is from Forward reaction prediction with 1.9M reactions from USPTO patents (1976-2016). The task is: Predict the product of the given reaction. (1) Given the reactants [F:1][C:2]1([F:27])[CH2:4][C:3]1([C:6]1[CH:11]=[C:10]([C:12](OCC)=[O:13])[CH:9]=[C:8]([O:17][CH2:18][CH3:19])[C:7]=1[C:20]1[CH:25]=[CH:24][C:23]([F:26])=[CH:22][CH:21]=1)[CH3:5].[H-].[Al+3].[Li+].[H-].[H-].[H-].O.O.O.O.O.O.O.O.O.O.S([O-])([O-])(=O)=O.[Na+].[Na+], predict the reaction product. The product is: [F:27][C:2]1([F:1])[CH2:4][C:3]1([C:6]1[CH:11]=[C:10]([CH:12]=[O:13])[CH:9]=[C:8]([O:17][CH2:18][CH3:19])[C:7]=1[C:20]1[CH:21]=[CH:22][C:23]([F:26])=[CH:24][CH:25]=1)[CH3:5]. (2) The product is: [I:1][C:2]1[CH:3]=[C:4]2[C:9](=[CH:10][CH:11]=1)[N:8]=[CH:7][N:6]=[C:5]2[O:12][CH3:18]. Given the reactants [I:1][C:2]1[CH:3]=[C:4]2[C:9](=[CH:10][CH:11]=1)[N:8]=[CH:7][NH:6][C:5]2=[O:12].P(Cl)(Cl)(Cl)=O.[C:18]1(C)C=CC=CC=1.C(N(CC)CC)C, predict the reaction product. (3) The product is: [C:14]([O:18][C:19]([N:21]1[CH2:22][CH2:23][N:24]([CH2:27][CH:28]([OH:29])[CH2:30][N:12]2[C:11]3[CH:10]=[CH:9][CH:8]=[CH:7][C:6]=3[C:5]3[C:13]2=[CH:1][CH:2]=[CH:3][CH:4]=3)[CH2:25][CH2:26]1)=[O:20])([CH3:17])([CH3:16])[CH3:15]. Given the reactants [CH:1]1[C:13]2[NH:12][C:11]3[C:6](=[CH:7][CH:8]=[CH:9][CH:10]=3)[C:5]=2[CH:4]=[CH:3][CH:2]=1.[C:14]([O:18][C:19]([N:21]1[CH2:26][CH2:25][N:24]([CH2:27][CH:28]2[CH2:30][O:29]2)[CH2:23][CH2:22]1)=[O:20])([CH3:17])([CH3:16])[CH3:15], predict the reaction product. (4) The product is: [Br:8][C:6]1[N:7]=[C:2]([NH:17][CH:14]2[CH2:15][CH2:16][O:11][CH2:12][CH2:13]2)[C:3]([NH2:9])=[N:4][CH:5]=1. Given the reactants Br[C:2]1[C:3]([NH2:9])=[N:4][CH:5]=[C:6]([Br:8])[N:7]=1.Cl.[O:11]1[CH2:16][CH2:15][CH:14]([NH2:17])[CH2:13][CH2:12]1.C(N(CC)C(C)C)(C)C, predict the reaction product. (5) Given the reactants [F:1][C:2]([F:13])([C:7]1[CH:12]=[CH:11][CH:10]=[CH:9][N:8]=1)[CH2:3][N:4]=[N+]=[N-].[H][H], predict the reaction product. The product is: [F:13][C:2]([F:1])([C:7]1[CH:12]=[CH:11][CH:10]=[CH:9][N:8]=1)[CH2:3][NH2:4]. (6) The product is: [CH3:30][O:29][C:25]1[N:24]=[CH:23][C:22]([N:21]2[CH2:20][CH2:19][O:18][C:17]3[CH:31]=[N:32][C:14]([O:13][C@H:10]4[CH2:11][CH2:12][NH:8][CH2:9]4)=[CH:15][C:16]2=3)=[CH:27][C:26]=1[CH3:28]. Given the reactants C(OC([N:8]1[CH2:12][CH2:11][C@H:10]([O:13][C:14]2[N:32]=[CH:31][C:17]3[O:18][CH2:19][CH2:20][N:21]([C:22]4[CH:23]=[N:24][C:25]([O:29][CH3:30])=[C:26]([CH3:28])[CH:27]=4)[C:16]=3[CH:15]=2)[CH2:9]1)=O)(C)(C)C.C(O)(C(F)(F)F)=O, predict the reaction product. (7) Given the reactants [F:1][C:2]1[CH:7]=[CH:6][CH:5]=[CH:4][C:3]=1[CH2:8][CH2:9][C:10]#[N:11], predict the reaction product. The product is: [F:1][C:2]1[CH:7]=[CH:6][CH:5]=[CH:4][C:3]=1[CH2:8][CH2:9][CH2:10][NH2:11].